Dataset: Forward reaction prediction with 1.9M reactions from USPTO patents (1976-2016). Task: Predict the product of the given reaction. (1) Given the reactants [N:1]1[CH:6]=[CH:5][CH:4]=[C:3]([CH2:7]P(=O)(OCC)OCC)[CH:2]=1.C(O[K])(C)(C)C.[CH:22]([C:24]1[C:32]2[C:27](=[CH:28][C:29]([C:33]#[N:34])=[CH:30][CH:31]=2)[NH:26][N:25]=1)=O.C([O-])(O)=O.[Na+], predict the reaction product. The product is: [N:1]1[CH:6]=[CH:5][CH:4]=[C:3](/[CH:7]=[CH:22]/[C:24]2[C:32]3[C:27](=[CH:28][C:29]([C:33]#[N:34])=[CH:30][CH:31]=3)[NH:26][N:25]=2)[CH:2]=1. (2) Given the reactants Br[C:2]1[C:3]([N:22]2[CH2:27][CH2:26][CH2:25][CH:24]([OH:28])[CH2:23]2)=[N:4][CH:5]=[C:6]([CH:21]=1)[C:7]([NH:9][C:10]1[CH:15]=[CH:14][C:13]([O:16][C:17]([F:20])([F:19])[F:18])=[CH:12][CH:11]=1)=[O:8].[CH3:29][C:30]1[N:35]=[CH:34][C:33](B(O)O)=[CH:32][CH:31]=1, predict the reaction product. The product is: [OH:28][CH:24]1[CH2:25][CH2:26][CH2:27][N:22]([C:3]2[C:2]([C:33]3[CH:34]=[N:35][C:30]([CH3:29])=[CH:31][CH:32]=3)=[CH:21][C:6]([C:7]([NH:9][C:10]3[CH:15]=[CH:14][C:13]([O:16][C:17]([F:20])([F:19])[F:18])=[CH:12][CH:11]=3)=[O:8])=[CH:5][N:4]=2)[CH2:23]1. (3) Given the reactants [C:1]([O:5][C:6]([NH:8][C:9]1[C:10]([CH3:22])=[N:11][C:12]([O:16][CH:17]([CH3:21])[C:18]([OH:20])=O)=[N:13][C:14]=1[CH3:15])=[O:7])([CH3:4])([CH3:3])[CH3:2].[CH2:23]([N:30]1[CH2:35][CH2:34][CH:33]([NH:36][CH3:37])[CH2:32][CH2:31]1)[C:24]1[CH:29]=[CH:28][CH:27]=[CH:26][CH:25]=1, predict the reaction product. The product is: [CH2:23]([N:30]1[CH2:35][CH2:34][CH:33]([N:36]([CH3:37])[C:18](=[O:20])[CH:17]([O:16][C:12]2[N:13]=[C:14]([CH3:15])[C:9]([NH:8][C:6](=[O:7])[O:5][C:1]([CH3:2])([CH3:3])[CH3:4])=[C:10]([CH3:22])[N:11]=2)[CH3:21])[CH2:32][CH2:31]1)[C:24]1[CH:25]=[CH:26][CH:27]=[CH:28][CH:29]=1. (4) Given the reactants [CH2:1]([NH2:8])[C:2]1[CH:7]=[CH:6][CH:5]=[CH:4][CH:3]=1.Cl[CH2:10][CH2:11][C:12]([NH:14][C:15]1[CH:16]=[C:17]2[C:21](=[CH:22][CH:23]=1)[NH:20][N:19]=[CH:18]2)=[O:13].CCCCCC, predict the reaction product. The product is: [CH2:1]([NH:8][CH2:10][CH2:11][C:12]([NH:14][C:15]1[CH:16]=[C:17]2[C:21](=[CH:22][CH:23]=1)[NH:20][N:19]=[CH:18]2)=[O:13])[C:2]1[CH:7]=[CH:6][CH:5]=[CH:4][CH:3]=1. (5) Given the reactants [NH:1]1[CH:5]=[C:4]([C:6]([O:8][CH2:9][CH3:10])=[O:7])[CH:3]=[N:2]1.[Cl:11][C:12]1[CH:17]=[CH:16][CH:15]=[CH:14][C:13]=1B(O)O.N1C=CC=CC=1, predict the reaction product. The product is: [Cl:11][C:12]1[CH:17]=[CH:16][CH:15]=[CH:14][C:13]=1[N:1]1[CH:5]=[C:4]([C:6]([O:8][CH2:9][CH3:10])=[O:7])[CH:3]=[N:2]1. (6) Given the reactants [C:1]([C:3]1[CH:4]=[C:5]([C:16]2[CH:21]=[CH:20][N:19]=[C:18]([NH:22][C:23]3[CH:32]=[CH:31][C:26]([C:27](OC)=[O:28])=[C:25]([O:33][CH3:34])[CH:24]=3)[N:17]=2)[CH:6]=[CH:7][C:8]=1[O:9][CH:10]1[CH2:15][CH2:14][O:13][CH2:12][CH2:11]1)#[N:2].[NH2:35]C1C=CC(C(OC)=O)=C(OC)C=1.Cl[C:49]1N=C(C2C=CC(OC3CCOCC3)=C(C=2)C#N)C=[CH:51][N:50]=1.C(=O)([O-])[O-].[Cs+].[Cs+].C1C=CC(P(C2C(C3C(P(C4C=CC=[CH:120][CH:121]=4)C4C=CC=CC=4)=CC=C4C=3C=CC=C4)=C3C(C=CC=C3)=CC=2)C2C=CC=CC=2)=CC=1, predict the reaction product. The product is: [C:1]([C:3]1[CH:4]=[C:5]([C:16]2[CH:21]=[CH:20][N:19]=[C:18]([NH:22][C:23]3[CH:32]=[CH:31][C:26]([C:27]([NH:35][CH2:120][CH2:121][N:50]([CH3:51])[CH3:49])=[O:28])=[C:25]([O:33][CH3:34])[CH:24]=3)[N:17]=2)[CH:6]=[CH:7][C:8]=1[O:9][CH:10]1[CH2:11][CH2:12][O:13][CH2:14][CH2:15]1)#[N:2]. (7) The product is: [CH3:40][N:41]1[C:45]([C:2]2[C:11]([CH3:12])=[C:10]3[C:5]([CH:6]=[CH:7][C:8]([C:13]4[N:17]5[CH:18]=[C:19]([C@@H:22]([N:27]6[CH2:31][CH2:30][C@H:29]([NH:32][C:33](=[O:39])[O:34][C:35]([CH3:36])([CH3:38])[CH3:37])[CH2:28]6)[C:23]([F:24])([F:25])[F:26])[CH:20]=[CH:21][C:16]5=[N:15][N:14]=4)=[N:9]3)=[CH:4][CH:3]=2)([CH3:55])[CH:44]=[CH:43][NH:42]1. Given the reactants Br[C:2]1[C:11]([CH3:12])=[C:10]2[C:5]([CH:6]=[CH:7][C:8]([C:13]3[N:17]4[CH:18]=[C:19]([C@@H:22]([N:27]5[CH2:31][CH2:30][C@H:29]([NH:32][C:33](=[O:39])[O:34][C:35]([CH3:38])([CH3:37])[CH3:36])[CH2:28]5)[C:23]([F:26])([F:25])[F:24])[CH:20]=[CH:21][C:16]4=[N:15][N:14]=3)=[N:9]2)=[CH:4][CH:3]=1.[CH3:40][N:41]1[C:45]([CH3:55])(B2OC(C)(C)C(C)(C)O2)[CH:44]=[CH:43][NH:42]1, predict the reaction product. (8) Given the reactants Br[CH2:2][C:3](Br)=[O:4].[CH2:6]([NH:9][CH2:10][CH2:11][CH3:12])[CH2:7][CH3:8].[C:13]([C:17]1[CH:22]=[CH:21][C:20]([S:23]([NH:26][C:27]2[CH:32]=[CH:31][C:30]([CH3:33])=[CH:29][CH:28]=2)(=[O:25])=[O:24])=[CH:19][CH:18]=1)([CH3:16])([CH3:15])[CH3:14], predict the reaction product. The product is: [C:13]([C:17]1[CH:18]=[CH:19][C:20]([S:23]([N:26]([C:27]2[CH:28]=[CH:29][C:30]([CH3:33])=[CH:31][CH:32]=2)[CH2:2][C:3]([N:9]([CH2:10][CH2:11][CH3:12])[CH2:6][CH2:7][CH3:8])=[O:4])(=[O:25])=[O:24])=[CH:21][CH:22]=1)([CH3:16])([CH3:15])[CH3:14]. (9) Given the reactants [Br:1][C:2]1[C:10]([O:11][CH3:12])=[C:9]([N+:13]([O-:15])=[O:14])[CH:8]=[CH:7][C:3]=1[C:4](O)=[O:5].[CH3:16][N:17]1[C:21]([NH2:22])=[N:20][N:19]=[N:18]1.C(Cl)(=O)C(Cl)=O, predict the reaction product. The product is: [Br:1][C:2]1[C:10]([O:11][CH3:12])=[C:9]([N+:13]([O-:15])=[O:14])[CH:8]=[CH:7][C:3]=1[C:4]([NH:22][C:21]1[N:17]([CH3:16])[N:18]=[N:19][N:20]=1)=[O:5]. (10) The product is: [CH:1]1([C@@H:4]2[O:9][CH2:8][C@:7]3([C:10]4[CH:15]=[CH:14][C:13]([F:16])=[CH:12][C:11]=4[F:17])[N:18]=[C:19]([NH:21][C:22](=[O:29])[C:23]4[CH:28]=[CH:27][CH:26]=[CH:25][CH:24]=4)[S:20][C@H:30]([CH2:31][F:32])[C@@H:6]3[CH2:5]2)[CH2:3][CH2:2]1. Given the reactants [CH:1]1([C@@H:4]2[O:9][CH2:8][C@@:7]([NH:18][C:19]([NH:21][C:22](=[O:29])[C:23]3[CH:28]=[CH:27][CH:26]=[CH:25][CH:24]=3)=[S:20])([C:10]3[CH:15]=[CH:14][C:13]([F:16])=[CH:12][C:11]=3[F:17])[C@H:6]([C@@H:30](O)[CH2:31][F:32])[CH2:5]2)[CH2:3][CH2:2]1.C(OC[C@@H]1OC[C@]2(C3C=CC(F)=CC=3F)N=C(NC(=O)C3C=CC=CC=3)SC[C@@H]2C1)C1C=CC=CC=1, predict the reaction product.